Dataset: Catalyst prediction with 721,799 reactions and 888 catalyst types from USPTO. Task: Predict which catalyst facilitates the given reaction. Reactant: [C:1]1([CH:7]([C:68]2[CH:73]=[CH:72][CH:71]=[CH:70][CH:69]=2)[C@@H:8]([NH:49][C:50](=[O:67])[C@H:51]([CH2:63][CH:64]([CH3:66])[CH3:65])[NH:52][C:53]([O:55][CH2:56][C:57]2[CH:62]=[CH:61][CH:60]=[CH:59][CH:58]=2)=[O:54])[CH:9]=[CH:10][S:11]([CH:14]=[CH:15][C@H:16]([NH:30][C:31](=[O:48])[C@H:32]([CH2:44][CH:45]([CH3:47])[CH3:46])[NH:33][C:34]([O:36][CH2:37][C:38]2[CH:43]=[CH:42][CH:41]=[CH:40][CH:39]=2)=[O:35])[CH:17]([C:24]2[CH:29]=[CH:28][CH:27]=[CH:26][CH:25]=2)[C:18]2[CH:23]=[CH:22][CH:21]=[CH:20][CH:19]=2)(=[O:13])=[O:12])[CH:6]=[CH:5][CH:4]=[CH:3][CH:2]=1.C([Li])CCC.C(OO)(C)(C)C.C1(C(C2C=CC=CC=2)[C@H](NC(=O)[C@H](CC(C)C)NC(OCC2C=CC=CC=2)=O)C=CS(C=C[C@@H](NC(=O)[C@H](CC(C)C)NC(OCC2C=CC=CC=2)=O)C(C2C=CC=CC=2)C2C=CC=CC=2)(=O)=O)C=CC=CC=1. Product: [C:18]1([CH:17]([C:24]2[CH:25]=[CH:26][CH:27]=[CH:28][CH:29]=2)[C:16]([NH:30][C:31](=[O:48])[C@H:32]([CH2:44][CH:45]([CH3:46])[CH3:47])[NH:33][C:34]([O:36][CH2:37][C:38]2[CH:43]=[CH:42][CH:41]=[CH:40][CH:39]=2)=[O:35])=[CH:15][CH2:14][S:11]([CH2:10][CH:9]=[C:8]([NH:49][C:50](=[O:67])[C@H:51]([CH2:63][CH:64]([CH3:66])[CH3:65])[NH:52][C:53]([O:55][CH2:56][C:57]2[CH:58]=[CH:59][CH:60]=[CH:61][CH:62]=2)=[O:54])[CH:7]([C:1]2[CH:6]=[CH:5][CH:4]=[CH:3][CH:2]=2)[C:68]2[CH:69]=[CH:70][CH:71]=[CH:72][CH:73]=2)(=[O:12])=[O:13])[CH:23]=[CH:22][CH:21]=[CH:20][CH:19]=1. The catalyst class is: 1.